From a dataset of Full USPTO retrosynthesis dataset with 1.9M reactions from patents (1976-2016). Predict the reactants needed to synthesize the given product. (1) Given the product [CH2:1]([O:3][C:4]([C@@H:6]1[CH2:10][CH:9]([S:33][C:27]2[CH:28]=[CH:29][C:30]([F:32])=[CH:31][C:26]=2[Cl:25])[CH2:8][C@H:7]1[CH2:16][O:17][C:18]1[CH:19]=[CH:20][C:21]([F:24])=[CH:22][CH:23]=1)=[O:5])[CH3:2], predict the reactants needed to synthesize it. The reactants are: [CH2:1]([O:3][C:4]([C@@H:6]1[CH2:10][CH:9](OS(C)(=O)=O)[CH2:8][C@H:7]1[CH2:16][O:17][C:18]1[CH:23]=[CH:22][C:21]([F:24])=[CH:20][CH:19]=1)=[O:5])[CH3:2].[Cl:25][C:26]1[CH:31]=[C:30]([F:32])[CH:29]=[CH:28][C:27]=1[SH:33]. (2) Given the product [CH3:11][N:10]1[C:4]2[CH:3]=[C:2]([C:20]3[CH:19]=[CH:18][N:17]=[C:16]([CH3:15])[CH:21]=3)[N:7]=[CH:6][C:5]=2[C:8]2([CH2:14][CH2:13]2)[C:9]1=[O:12], predict the reactants needed to synthesize it. The reactants are: Cl[C:2]1[N:7]=[CH:6][C:5]2[C:8]3([CH2:14][CH2:13]3)[C:9](=[O:12])[N:10]([CH3:11])[C:4]=2[CH:3]=1.[CH3:15][C:16]1[CH:21]=[C:20](B(O)O)[CH:19]=[CH:18][N:17]=1. (3) Given the product [CH3:15][C:16]1[C:6]([Ti:21]([Cl:33])([C:22]2([CH3:31])[C:23]([CH3:30])=[C:24]([CH3:29])[C:25]([CH3:28])=[C:26]2[CH3:27])[O:14][C:8]2[CH:9]=[CH:10][C:11]([F:13])=[CH:12][C:7]=2[C:1]2[CH:2]=[CH:3][CH:4]=[CH:5][CH:6]=2)([CH3:5])[C:1]([CH3:7])=[C:2]([CH3:3])[C:17]=1[CH3:18], predict the reactants needed to synthesize it. The reactants are: [C:1]1([C:7]2[CH:12]=[C:11]([F:13])[CH:10]=[CH:9][C:8]=2[OH:14])[CH:6]=[CH:5][CH:4]=[CH:3][CH:2]=1.[CH2:15]([Li])[CH2:16][CH2:17][CH3:18].Cl[Ti:21]([Cl:33])(Cl)[C:22]1([CH3:31])[C:26]([CH3:27])=[C:25]([CH3:28])[C:24]([CH3:29])=[C:23]1[CH3:30]. (4) Given the product [Cl:39][C:33]1[CH:34]=[C:35]([F:38])[CH:36]=[CH:37][C:32]=1[S:29]([NH:28][C@@H:25]([CH2:26][OH:27])[CH2:24][CH2:23][CH2:22][NH:21][C:18]([C@@H:13]([NH:12][C:10]([C:2]1[S:1][C:5]2[CH:6]=[CH:7][CH:8]=[CH:9][C:4]=2[CH:3]=1)=[O:11])[CH2:14][CH:15]([CH3:16])[CH3:17])=[O:20])(=[O:31])=[O:30], predict the reactants needed to synthesize it. The reactants are: [S:1]1[C:5]2[CH:6]=[CH:7][CH:8]=[CH:9][C:4]=2[CH:3]=[C:2]1[C:10]([NH:12][C@H:13]([C:18]([OH:20])=O)[CH2:14][CH:15]([CH3:17])[CH3:16])=[O:11].[NH2:21][CH2:22][CH2:23][CH2:24][C@@H:25]([NH:28][S:29]([C:32]1[CH:37]=[CH:36][C:35]([F:38])=[CH:34][C:33]=1[Cl:39])(=[O:31])=[O:30])[CH2:26][OH:27].C1C=C2C(N(O)N=NC2=CC=1)=O.CCN=C=NCCCN(C)C.Cl.CN1CCOCC1. (5) Given the product [CH3:39][N:36]1[C:34]2[N:35]=[C:30]([N:6]3[CH2:7][CH2:8][C:3]([CH3:2])([C:9]4[CH:13]=[CH:12][N:11]([CH3:14])[N:10]=4)[CH2:4][CH2:5]3)[NH:31][C:32](=[O:40])[C:33]=2[CH:38]=[N:37]1.[CH3:39][N:36]1[C:34]2[N:35]=[C:30]([N:20]3[CH2:21][CH2:22][C:17]([CH3:16])([C:23]4[N:27]([CH3:28])[N:26]=[CH:25][CH:24]=4)[CH2:18][CH2:19]3)[NH:31][C:32](=[O:40])[C:33]=2[CH:38]=[N:37]1, predict the reactants needed to synthesize it. The reactants are: Cl.[CH3:2][C:3]1([C:9]2[CH:13]=[CH:12][N:11]([CH3:14])[N:10]=2)[CH2:8][CH2:7][NH:6][CH2:5][CH2:4]1.Cl.[CH3:16][C:17]1([C:23]2[N:27]([CH3:28])[N:26]=[CH:25][CH:24]=2)[CH2:22][CH2:21][NH:20][CH2:19][CH2:18]1.Cl[C:30]1[NH:31][C:32](=[O:40])[C:33]2[CH:38]=[N:37][N:36]([CH3:39])[C:34]=2[N:35]=1.CCN(C(C)C)C(C)C.